The task is: Regression/Classification. Given a drug SMILES string, predict its absorption, distribution, metabolism, or excretion properties. Task type varies by dataset: regression for continuous measurements (e.g., permeability, clearance, half-life) or binary classification for categorical outcomes (e.g., BBB penetration, CYP inhibition). Dataset: cyp1a2_veith.. This data is from CYP1A2 inhibition data for predicting drug metabolism from PubChem BioAssay. (1) The drug is COCCn1c(=O)c(-c2cccs2)nc2cnc(N3CCNCC3)nc21. The result is 1 (inhibitor). (2) The compound is CN(C)CCNc1nc2c(c(=O)n(C)c(=O)n2C)n1C. The result is 0 (non-inhibitor). (3) The molecule is N[C@H](C(=O)O)[C@H](N)C(=O)O. The result is 0 (non-inhibitor). (4) The molecule is CNc1ncncc1-c1ccccc1C(F)(F)F. The result is 0 (non-inhibitor). (5) The drug is C[N+]1([O-])[C@H]2CC[C@H]1CC(OC(=O)[C@@H](CO)c1ccccc1)C2. The result is 0 (non-inhibitor).